This data is from NCI-60 drug combinations with 297,098 pairs across 59 cell lines. The task is: Regression. Given two drug SMILES strings and cell line genomic features, predict the synergy score measuring deviation from expected non-interaction effect. (1) Drug 1: CC1=C2C(C(=O)C3(C(CC4C(C3C(C(C2(C)C)(CC1OC(=O)C(C(C5=CC=CC=C5)NC(=O)C6=CC=CC=C6)O)O)OC(=O)C7=CC=CC=C7)(CO4)OC(=O)C)O)C)OC(=O)C. Drug 2: C1=NNC2=C1C(=O)NC=N2. Cell line: NCI-H522. Synergy scores: CSS=23.9, Synergy_ZIP=-1.73, Synergy_Bliss=-3.70, Synergy_Loewe=-47.5, Synergy_HSA=-3.98. (2) Drug 1: CCC1(CC2CC(C3=C(CCN(C2)C1)C4=CC=CC=C4N3)(C5=C(C=C6C(=C5)C78CCN9C7C(C=CC9)(C(C(C8N6C=O)(C(=O)OC)O)OC(=O)C)CC)OC)C(=O)OC)O.OS(=O)(=O)O. Drug 2: CC=C1C(=O)NC(C(=O)OC2CC(=O)NC(C(=O)NC(CSSCCC=C2)C(=O)N1)C(C)C)C(C)C. Cell line: HS 578T. Synergy scores: CSS=33.7, Synergy_ZIP=0.191, Synergy_Bliss=-0.0252, Synergy_Loewe=-9.05, Synergy_HSA=0.578.